This data is from Forward reaction prediction with 1.9M reactions from USPTO patents (1976-2016). The task is: Predict the product of the given reaction. Given the reactants FC(F)(F)C1C=C(NC(=O)NC2C=CC(C3SC(CCC(OC)=O)=NC=3)=CC=2)C=CC=1.[CH3:32][C:33]1[O:37][C:36]([CH2:38][CH:39]2[CH2:44][CH2:43][CH:42]([C:45]3[S:46][C:47]([C:50]4[CH:56]=[CH:55][C:53]([NH2:54])=[CH:52][CH:51]=4)=[CH:48][N:49]=3)[CH2:41][CH2:40]2)=[N:35][N:34]=1.[Cl:57][C:58]1[CH:63]=[CH:62][CH:61]=[CH:60][C:59]=1[N:64]=[C:65]=[O:66], predict the reaction product. The product is: [Cl:57][C:58]1[CH:63]=[CH:62][CH:61]=[CH:60][C:59]=1[NH:64][C:65]([NH:54][C:53]1[CH:52]=[CH:51][C:50]([C:47]2[S:46][C:45]([CH:42]3[CH2:43][CH2:44][CH:39]([CH2:38][C:36]4[O:37][C:33]([CH3:32])=[N:34][N:35]=4)[CH2:40][CH2:41]3)=[N:49][CH:48]=2)=[CH:56][CH:55]=1)=[O:66].